Dataset: Full USPTO retrosynthesis dataset with 1.9M reactions from patents (1976-2016). Task: Predict the reactants needed to synthesize the given product. Given the product [N:15]1([CH2:19][C@@H:20]([NH:32][C:2]2[C:3]3[N:11]=[CH:10][CH:9]=[C:8]([C:12]([NH2:14])=[O:13])[C:4]=3[N:5]=[CH:6][N:7]=2)[C:21]2[CH:26]=[CH:25][C:24]([F:27])=[C:23]([C:28]([F:29])([F:30])[F:31])[CH:22]=2)[CH2:18][CH2:17][CH2:16]1, predict the reactants needed to synthesize it. The reactants are: O[C:2]1[C:3]2[N:11]=[CH:10][CH:9]=[C:8]([C:12]([NH2:14])=[O:13])[C:4]=2[N:5]=[CH:6][N:7]=1.[N:15]1([CH2:19][C@@H:20]([NH2:32])[C:21]2[CH:26]=[CH:25][C:24]([F:27])=[C:23]([C:28]([F:31])([F:30])[F:29])[CH:22]=2)[CH2:18][CH2:17][CH2:16]1.